Dataset: Reaction yield outcomes from USPTO patents with 853,638 reactions. Task: Predict the reaction yield, written as a fraction of the theoretical maximum amount of product (1.0 means a 100% yield; for example, 0.34 means a 34% yield). (1) The reactants are [C:1]([N:4]1[C:13]2[C:8](=[CH:9][C:10](Br)=[CH:11][CH:12]=2)[C@H:7]([NH:15]C(=O)OCC2C=CC=CC=2)[C@@H:6]([CH3:26])[C@@H:5]1[CH3:27])(=[O:3])[CH3:2].[CH:28]12[N:35]([C:36]([O:38][C:39]([CH3:42])([CH3:41])[CH3:40])=[O:37])[CH:32]([CH2:33][CH2:34]1)[CH2:31][NH:30][CH2:29]2.CC(C)([O-])C.[Na+].CN(C1C(C2C(P(C3CCCCC3)C3CCCCC3)=CC=CC=2)=CC=CC=1)C. The catalyst is C1C=CC(/C=C/C(/C=C/C2C=CC=CC=2)=O)=CC=1.C1C=CC(/C=C/C(/C=C/C2C=CC=CC=2)=O)=CC=1.C1C=CC(/C=C/C(/C=C/C2C=CC=CC=2)=O)=CC=1.[Pd].[Pd].O1CCOCC1. The product is [C:1]([N:4]1[C:13]2[C:8](=[CH:9][C:10]([N:30]3[CH2:29][CH:28]4[N:35]([C:36]([O:38][C:39]([CH3:42])([CH3:41])[CH3:40])=[O:37])[CH:32]([CH2:33][CH2:34]4)[CH2:31]3)=[CH:11][CH:12]=2)[C@H:7]([NH2:15])[C@@H:6]([CH3:26])[C@@H:5]1[CH3:27])(=[O:3])[CH3:2]. The yield is 0.0740. (2) The reactants are Cl[C:2]1[N:7]=[C:6]([NH:8][C:9]2[CH:14]=[CH:13][CH:12]=[CH:11][C:10]=2[S:15]([CH:18]([CH3:20])[CH3:19])(=[O:17])=[O:16])[C:5]([Cl:21])=[CH:4][N:3]=1.[CH3:22][P:23]([C:26]1[CH:32]=[CH:31][C:29]([NH2:30])=[C:28]([CH2:33][CH3:34])[CH:27]=1)([CH3:25])=[O:24].[OH-].[Na+]. The catalyst is COCCO. The product is [Cl:21][C:5]1[C:6]([NH:8][C:9]2[CH:14]=[CH:13][CH:12]=[CH:11][C:10]=2[S:15]([CH:18]([CH3:20])[CH3:19])(=[O:17])=[O:16])=[N:7][C:2]([NH:30][C:29]2[CH:31]=[CH:32][C:26]([P:23]([CH3:25])([CH3:22])=[O:24])=[CH:27][C:28]=2[CH2:33][CH3:34])=[N:3][CH:4]=1. The yield is 0.400. (3) The product is [Cl:1][C:2]1[CH:3]=[CH:4][C:5]([C@@:8]([NH:30][C:31](=[O:32])[NH:33][CH2:34][C:35]([F:38])([F:39])[CH2:36][O:37][CH2:43][C:44]([O:46][C:47]([CH3:50])([CH3:49])[CH3:48])=[O:45])([C:16]2[CH:21]=[C:20]([O:22][C:23]([F:27])([F:28])[CH:24]([F:26])[F:25])[CH:19]=[C:18]([F:29])[CH:17]=2)[CH2:9][C:10]2[CH:11]=[CH:12][CH:13]=[CH:14][CH:15]=2)=[N:6][CH:7]=1. The reactants are [Cl:1][C:2]1[CH:3]=[CH:4][C:5]([C@@:8]([NH:30][C:31]([NH:33][CH2:34][C:35]([F:39])([F:38])[CH2:36][OH:37])=[O:32])([C:16]2[CH:21]=[C:20]([O:22][C:23]([F:28])([F:27])[CH:24]([F:26])[F:25])[CH:19]=[C:18]([F:29])[CH:17]=2)[CH2:9][C:10]2[CH:15]=[CH:14][CH:13]=[CH:12][CH:11]=2)=[N:6][CH:7]=1.[H-].[Na+].Br[CH2:43][C:44]([O:46][C:47]([CH3:50])([CH3:49])[CH3:48])=[O:45]. The yield is 0.430. The catalyst is C1COCC1. (4) The reactants are Br[C:2]1[CH:3]=[N:4][CH:5]=[C:6]([CH:19]=1)[C:7]([N:9]=[S@@:10]([CH3:18])(=[O:17])[C:11]1[CH:16]=[CH:15][CH:14]=[CH:13][CH:12]=1)=[O:8].[Cl:20][C:21]1[CH:26]=[CH:25][C:24]([C:27]#[CH:28])=[CH:23][CH:22]=1. No catalyst specified. The product is [Cl:20][C:21]1[CH:26]=[CH:25][C:24]([C:27]#[C:28][C:2]2[CH:3]=[N:4][CH:5]=[C:6]([CH:19]=2)[C:7]([N:9]=[S@@:10]([CH3:18])(=[O:17])[C:11]2[CH:16]=[CH:15][CH:14]=[CH:13][CH:12]=2)=[O:8])=[CH:23][CH:22]=1. The yield is 0.490. (5) The reactants are [Cl:1][C:2]([Cl:15])=[CH:3][CH2:4][O:5][C:6]1[CH:11]=[C:10]([Cl:12])[C:9]([OH:13])=[C:8]([Cl:14])[CH:7]=1.O[CH2:17][C:18]1[CH:23]=[CH:22][N:21]=[CH:20][CH:19]=1.C1(P(C2C=CC=CC=2)C2C=CC=CC=2)C=CC=CC=1.N(C(OC(C)C)=O)=NC(OC(C)C)=O. The catalyst is O1CCCC1. The product is [Cl:14][C:8]1[CH:7]=[C:6]([O:5][CH2:4][CH:3]=[C:2]([Cl:1])[Cl:15])[CH:11]=[C:10]([Cl:12])[C:9]=1[O:13][CH2:17][C:18]1[CH:23]=[CH:22][N:21]=[CH:20][CH:19]=1. The yield is 0.510. (6) The reactants are C([O-])=O.[NH4+].[CH2:5]([O:12][C:13]1[C:18]([O:19][CH3:20])=[CH:17][C:16]([C:21](=[O:23])[CH3:22])=[C:15]([N+:24]([O-])=O)[CH:14]=1)[C:6]1[CH:11]=[CH:10][CH:9]=[CH:8][CH:7]=1.C1(C)C=CC=CC=1. The catalyst is [Fe].O. The product is [NH2:24][C:15]1[CH:14]=[C:13]([O:12][CH2:5][C:6]2[CH:11]=[CH:10][CH:9]=[CH:8][CH:7]=2)[C:18]([O:19][CH3:20])=[CH:17][C:16]=1[C:21](=[O:23])[CH3:22]. The yield is 0.900. (7) The reactants are [N:1]12[CH2:8][CH2:7][CH:4]([CH2:5][CH2:6]1)[CH2:3][C:2]2=O.[C:10]([O:14][C:15]([N:17]1[CH2:22][CH2:21][NH:20][CH2:19][CH2:18]1)=[O:16])([CH3:13])([CH3:12])[CH3:11].C(O)C.C([BH3-])#N.[Na+]. The catalyst is CC(C)[O-].[Ti+4].CC(C)[O-].CC(C)[O-].CC(C)[O-].O. The product is [N:1]12[CH2:8][CH2:7][CH:4]([CH2:5][CH2:6]1)[CH:3]([N:20]1[CH2:19][CH2:18][N:17]([C:15]([O:14][C:10]([CH3:13])([CH3:12])[CH3:11])=[O:16])[CH2:22][CH2:21]1)[CH2:2]2. The yield is 0.420. (8) The reactants are [NH2:1][O:2][CH:3]([C:13]1[CH:18]=[CH:17][CH:16]=[CH:15][CH:14]=1)[CH2:4][NH:5]C(=O)OC(C)(C)C.F[C:20](F)(F)[C:21]([OH:23])=O. The catalyst is ClCCl. The product is [NH2:5][CH2:4][CH:3]([C:13]1[CH:14]=[CH:15][CH:16]=[CH:17][CH:18]=1)[O:2][N:1]1[C:21](=[O:23])[C:20]2[C:13](=[CH:14][CH:15]=[CH:16][CH:17]=2)[C:3]1=[O:2]. The yield is 0.720.